This data is from Full USPTO retrosynthesis dataset with 1.9M reactions from patents (1976-2016). The task is: Predict the reactants needed to synthesize the given product. (1) Given the product [CH3:1][S:2]([C:5]1[CH:10]=[CH:9][C:8]([C:11]2[N:12]=[CH:13][C:14]([O:17][C@@H:18]([CH:20]3[CH2:25][CH2:24][N:23]([C:26]([O:28][CH:29]([CH3:31])[CH3:30])=[O:27])[CH2:22][CH2:21]3)[CH3:19])=[N:15][CH:16]=2)=[CH:7][CH:6]=1)(=[O:4])=[O:3], predict the reactants needed to synthesize it. The reactants are: [CH3:1][S:2]([C:5]1[CH:10]=[CH:9][C:8]([C:11]2[N:12]=[CH:13][C:14]([O:17][CH:18]([CH:20]3[CH2:25][CH2:24][N:23]([C:26]([O:28][CH:29]([CH3:31])[CH3:30])=[O:27])[CH2:22][CH2:21]3)[CH3:19])=[N:15][CH:16]=2)=[CH:7][CH:6]=1)(=[O:4])=[O:3].C(=O)=O. (2) Given the product [C:1]([O:5][C@@H:6]([C:12]1[C:13]([CH3:44])=[N:14][C:15]2[N:16]([N:27]=[C:28]([C:30]3[S:54][C:33]([CH2:34][C:35]4[CH:40]=[CH:39][C:38]([F:41])=[CH:37][CH:36]=4)=[CH:32][N:31]=3)[CH:29]=2)[C:17]=1[N:18]1[CH2:23][CH2:22][C:21]([CH2:25][OH:26])([CH3:24])[CH2:20][CH2:19]1)[C:7]([OH:9])=[O:8])([CH3:4])([CH3:3])[CH3:2], predict the reactants needed to synthesize it. The reactants are: [C:1]([O:5][C@@H:6]([C:12]1[C:13]([CH3:44])=[N:14][C:15]2[N:16]([N:27]=[C:28]([C:30](=O)[NH:31][CH2:32][C:33](=O)[CH2:34][C:35]3[CH:40]=[CH:39][C:38]([F:41])=[CH:37][CH:36]=3)[CH:29]=2)[C:17]=1[N:18]1[CH2:23][CH2:22][C:21]([CH2:25][OH:26])([CH3:24])[CH2:20][CH2:19]1)[C:7]([O:9]CC)=[O:8])([CH3:4])([CH3:3])[CH3:2].COC1C=CC(P2(SP(C3C=CC(OC)=CC=3)(=S)S2)=[S:54])=CC=1.[OH-].[Na+]. (3) The reactants are: Cl[C:2]1[CH:7]=[CH:6][N:5]=[CH:4][C:3]=1[N+:8]([O-:10])=[O:9].[NH:11]1[CH2:16][CH2:15][CH2:14][C@H:13]([NH:17][C:18](=[O:27])[O:19][CH2:20][C:21]2[CH:26]=[CH:25][CH:24]=[CH:23][CH:22]=2)[CH2:12]1.CCN(C(C)C)C(C)C. Given the product [N+:8]([C:3]1[CH:4]=[N:5][CH:6]=[CH:7][C:2]=1[N:11]1[CH2:16][CH2:15][CH2:14][C@H:13]([NH:17][C:18](=[O:27])[O:19][CH2:20][C:21]2[CH:26]=[CH:25][CH:24]=[CH:23][CH:22]=2)[CH2:12]1)([O-:10])=[O:9], predict the reactants needed to synthesize it. (4) Given the product [Cl:49][C:50]1[CH:55]=[CH:54][C:53]([S:56]([O:17][CH2:16][CH2:15][C:9]2([C:4]3[CH:5]=[CH:6][C:7]([Cl:8])=[C:2]([Cl:1])[CH:3]=3)[O:14][CH2:13][CH2:12][N:11]([C:30](=[O:31])[C:29]3[CH:28]=[C:27]([O:26][CH3:25])[C:35]([O:36][CH3:37])=[C:34]([O:38][CH3:39])[CH:33]=3)[CH2:10]2)(=[O:58])=[O:57])=[CH:52][CH:51]=1, predict the reactants needed to synthesize it. The reactants are: [Cl:1][C:2]1[CH:3]=[C:4]([C:9]2([CH2:15][CH2:16][OH:17])[O:14][CH2:13][CH2:12][NH:11][CH2:10]2)[CH:5]=[CH:6][C:7]=1[Cl:8].C(N(CC)CC)C.[CH3:25][O:26][C:27]1[CH:28]=[C:29]([CH:33]=[C:34]([O:38][CH3:39])[C:35]=1[O:36][CH3:37])[C:30](Cl)=[O:31].CN(C1C=CC=CN=1)C.[Cl:49][C:50]1[CH:55]=[CH:54][C:53]([S:56](Cl)(=[O:58])=[O:57])=[CH:52][CH:51]=1.CC1CCCCC1. (5) Given the product [NH2:1][C@@H:2]([C:12]([NH:14][C@H:15]([C:20]([N:22]1[CH2:36][CH2:35][CH2:34][C@@H:23]1[C:24]([O:26][CH2:27][C:28]1[CH:29]=[CH:30][CH:31]=[CH:32][CH:33]=1)=[O:25])=[O:21])[C@H:16]([CH2:18][CH3:19])[CH3:17])=[O:13])[CH2:3][C:4]1[CH:9]=[CH:8][C:7]([O:10][CH3:11])=[CH:6][CH:5]=1.[F:47][C:46]([C:44]([OH:50])=[O:45])([F:49])[F:48], predict the reactants needed to synthesize it. The reactants are: [NH:1](C(OC(C)(C)C)=O)[C@@H:2]([C:12]([NH:14][C@H:15]([C:20]([N:22]1[CH2:36][CH2:35][CH2:34][C@@H:23]1[C:24]([O:26][CH2:27][C:28]1[CH:33]=[CH:32][CH:31]=[CH:30][CH:29]=1)=[O:25])=[O:21])[C@H:16]([CH2:18][CH3:19])[CH3:17])=[O:13])[CH2:3][C:4]1[CH:9]=[CH:8][C:7]([O:10][CH3:11])=[CH:6][CH:5]=1.[C:44]([OH:50])([C:46]([F:49])([F:48])[F:47])=[O:45]. (6) Given the product [CH3:3][C:4]1([CH3:15])[O:8][C:7]2[CH:9]=[CH:10][C:11]([CH:13]=[N:17][OH:1])=[CH:12][C:6]=2[O:5]1, predict the reactants needed to synthesize it. The reactants are: [OH-:1].[Na+].[CH3:3][C:4]1([CH3:15])[O:8][C:7]2[CH:9]=[CH:10][C:11]([CH:13]=O)=[CH:12][C:6]=2[O:5]1.Cl.[NH2:17]O.C(OCC)C.